Dataset: Full USPTO retrosynthesis dataset with 1.9M reactions from patents (1976-2016). Task: Predict the reactants needed to synthesize the given product. Given the product [Cl:1][C:2]1[CH:7]=[CH:6][C:5]([NH:8][C:9](=[O:15])[O:10][C:11]([CH3:13])([CH3:14])[CH3:12])=[C:4]([C:16]2[CH:24]=[C:23]3[N:19]([CH:20]([C:25]4[CH:26]=[C:45]([C:47]5[CH:52]=[CH:51][C:50]([N+:53]([O-:55])=[O:54])=[CH:49][CH:48]=5)[C:44](=[O:43])[NH:59][N:58]=4)[CH2:21][CH2:22]3)[C:18](=[O:34])[CH:17]=2)[CH:3]=1, predict the reactants needed to synthesize it. The reactants are: [Cl:1][C:2]1[CH:7]=[CH:6][C:5]([NH:8][C:9](=[O:15])[O:10][C:11]([CH3:14])([CH3:13])[CH3:12])=[C:4]([C:16]2[CH:24]=[C:23]3[N:19]([CH:20]([C:25](=O)[CH2:26]P(OC)(OC)=O)[CH2:21][CH2:22]3)[C:18](=[O:34])[CH:17]=2)[CH:3]=1.C(=O)([O-])[O-].[K+].[K+].C([O:43][C:44](=O)[C:45]([C:47]1[CH:52]=[CH:51][C:50]([N+:53]([O-:55])=[O:54])=[CH:49][CH:48]=1)=O)C.O.[NH2:58][NH2:59].Cl.